From a dataset of Forward reaction prediction with 1.9M reactions from USPTO patents (1976-2016). Predict the product of the given reaction. (1) The product is: [CH2:1]([O:8][C@H:9]1[C@@H:15]([O:16][CH2:17][C:18]2[CH:23]=[CH:22][CH:21]=[CH:20][CH:19]=2)[C@H:14]([O:24][CH2:25][C:26]2[CH:27]=[CH:28][CH:29]=[CH:30][CH:31]=2)[C@@H:13]([CH2:32][O:33][CH2:34][C:35]2[CH:36]=[CH:37][CH:38]=[CH:39][CH:40]=2)[O:12][CH:10]1[O:11][CH2:47][C:46]([OH:49])=[O:45])[C:2]1[CH:3]=[CH:4][CH:5]=[CH:6][CH:7]=1. Given the reactants [CH2:1]([O:8][C@H:9]1[C@@H:15]([O:16][CH2:17][C:18]2[CH:23]=[CH:22][CH:21]=[CH:20][CH:19]=2)[C@H:14]([O:24][CH2:25][C:26]2[CH:31]=[CH:30][CH:29]=[CH:28][CH:27]=2)[C@@H:13]([CH2:32][O:33][CH2:34][C:35]2[CH:40]=[CH:39][CH:38]=[CH:37][CH:36]=2)[O:12][CH:10]1[OH:11])[C:2]1[CH:7]=[CH:6][CH:5]=[CH:4][CH:3]=1.[OH-].[Na+].C([O:45][C:46](=[O:49])[CH2:47]Br)C.C(OCOCC)C, predict the reaction product. (2) Given the reactants C[O:2][C:3](=[O:34])[CH2:4][CH2:5][C:6]1[CH:11]=[CH:10][C:9]([O:12][CH2:13][CH2:14][C:15]2[N:16]=[C:17]([C:21]3[CH:26]=[CH:25][C:24]([C:27]4[CH:32]=[CH:31][CH:30]=[CH:29][N:28]=4)=[CH:23][CH:22]=3)[O:18][C:19]=2[CH3:20])=[CH:8][C:7]=1[CH3:33].[OH-].[Na+].Cl, predict the reaction product. The product is: [CH3:33][C:7]1[CH:8]=[C:9]([O:12][CH2:13][CH2:14][C:15]2[N:16]=[C:17]([C:21]3[CH:26]=[CH:25][C:24]([C:27]4[CH:32]=[CH:31][CH:30]=[CH:29][N:28]=4)=[CH:23][CH:22]=3)[O:18][C:19]=2[CH3:20])[CH:10]=[CH:11][C:6]=1[CH2:5][CH2:4][C:3]([OH:34])=[O:2].